This data is from Full USPTO retrosynthesis dataset with 1.9M reactions from patents (1976-2016). The task is: Predict the reactants needed to synthesize the given product. (1) Given the product [CH3:14][C:12]1[N:13]=[C:9]([NH:8][C:5]2[C:4]([O:15][C:16]3[CH:21]=[CH:20][CH:19]=[CH:18][CH:17]=3)=[CH:3][C:2]([C:24]3[CH:23]=[N:22][CH:27]=[CH:26][CH:25]=3)=[CH:7][N:6]=2)[S:10][CH:11]=1, predict the reactants needed to synthesize it. The reactants are: Br[C:2]1[CH:3]=[C:4]([O:15][C:16]2[CH:21]=[CH:20][CH:19]=[CH:18][CH:17]=2)[C:5]([NH:8][C:9]2[S:10][CH:11]=[C:12]([CH3:14])[N:13]=2)=[N:6][CH:7]=1.[N:22]1[CH:27]=[CH:26][CH:25]=[C:24](B(O)O)[CH:23]=1.C(=O)(O)[O-].[Na+]. (2) Given the product [Cl:9][CH2:10][C:11]([NH:1][C:2]1[CH:7]=[CH:6][C:5]([Cl:8])=[CH:4][N:3]=1)=[O:12], predict the reactants needed to synthesize it. The reactants are: [NH2:1][C:2]1[CH:7]=[CH:6][C:5]([Cl:8])=[CH:4][N:3]=1.[Cl:9][CH2:10][C:11](Cl)=[O:12]. (3) Given the product [OH:37][CH2:36][C:35]1[C:34]([C:6]2[CH:5]=[C:4]([NH:17][C:18]3[CH:23]=[CH:22][C:21]([C:24]([N:26]4[CH2:31][CH2:30][O:29][CH2:28][CH2:27]4)=[O:25])=[CH:20][N:19]=3)[C:3](=[O:32])[N:2]([CH3:1])[CH:7]=2)=[CH:44][CH:43]=[CH:42][C:41]=1[N:45]1[CH2:54][CH2:53][C:52]2[C:47](=[CH:48][CH:49]=[C:50]([NH:55][CH3:56])[CH:51]=2)[C:46]1=[O:57], predict the reactants needed to synthesize it. The reactants are: [CH3:1][N:2]1[CH:7]=[C:6](B2OC(C)(C)C(C)(C)O2)[CH:5]=[C:4]([NH:17][C:18]2[CH:23]=[CH:22][C:21]([C:24]([N:26]3[CH2:31][CH2:30][O:29][CH2:28][CH2:27]3)=[O:25])=[CH:20][N:19]=2)[C:3]1=[O:32].Br[C:34]1[CH:44]=[CH:43][CH:42]=[C:41]([N:45]2[CH2:54][CH2:53][C:52]3[C:47](=[CH:48][CH:49]=[C:50]([NH:55][CH3:56])[CH:51]=3)[C:46]2=[O:57])[C:35]=1[CH2:36][O:37]C(=O)C.P([O-])([O-])([O-])=O.[K+].[K+].[K+].[OH-].[Li+]. (4) Given the product [N:10]1[CH:2]=[C:3]2[C:7]([N:6]=[CH:5][NH:4]2)=[N:8][CH:9]=1, predict the reactants needed to synthesize it. The reactants are: Cl[C:2]1[N:10]=[C:9](F)[N:8]=[C:7]2[C:3]=1[N:4]=[CH:5][NH:6]2.C1(P(C2C=CC=CC=2)C2C=CC=CC=2)C=CC=CC=1.N(C(OCC)=O)=NC(OCC)=O. (5) Given the product [C:12]([O:15][CH2:11][C:3]1[C:2]([Br:1])=[CH:7][CH:6]=[C:5]([O:8][CH3:9])[N:4]=1)(=[O:14])[CH3:13], predict the reactants needed to synthesize it. The reactants are: [Br:1][C:2]1[C:3]([CH3:11])=[N+:4]([O-])[C:5]([O:8][CH3:9])=[CH:6][CH:7]=1.[C:12]([O:15]C(=O)C)(=[O:14])[CH3:13]. (6) Given the product [C:34]([N:30]1[CH2:31][CH2:32][C@@H:27]([NH:26][C:24]([C:20]2[C:16]3[N:17]=[CH:18][N:19]=[C:14]([C:8]4[CH:9]=[C:10]([F:13])[CH:11]=[CH:12][C:7]=4[O:6][CH2:5][CH:2]4[CH2:4][CH2:3]4)[C:15]=3[NH:22][C:21]=2[CH3:23])=[O:25])[C@H:28]([OH:33])[CH2:29]1)(=[O:36])[CH3:35], predict the reactants needed to synthesize it. The reactants are: Cl.[CH:2]1([CH2:5][O:6][C:7]2[CH:12]=[CH:11][C:10]([F:13])=[CH:9][C:8]=2[C:14]2[C:15]3[NH:22][C:21]([CH3:23])=[C:20]([C:24]([NH:26][C@@H:27]4[CH2:32][CH2:31][NH:30][CH2:29][C@H:28]4[OH:33])=[O:25])[C:16]=3[N:17]=[CH:18][N:19]=2)[CH2:4][CH2:3]1.[C:34](Cl)(=[O:36])[CH3:35]. (7) Given the product [CH2:5]([C:2]([NH:1][C:18](=[O:19])[O:17][C:13]([CH3:16])([CH3:15])[CH3:14])([CH3:12])[CH2:3][OH:4])[C:6]1[CH:11]=[CH:10][CH:9]=[CH:8][CH:7]=1, predict the reactants needed to synthesize it. The reactants are: [NH2:1][C:2]([CH3:12])([CH2:5][C:6]1[CH:11]=[CH:10][CH:9]=[CH:8][CH:7]=1)[CH2:3][OH:4].[C:13]([O:17][C:18](O[C:18]([O:17][C:13]([CH3:16])([CH3:15])[CH3:14])=[O:19])=[O:19])([CH3:16])([CH3:15])[CH3:14].